From a dataset of Full USPTO retrosynthesis dataset with 1.9M reactions from patents (1976-2016). Predict the reactants needed to synthesize the given product. Given the product [CH2:1]([O:8][C@@H:9]1[C@H:10]2[N:33]=[C:34]([N:36]3[CH2:40][CH2:39][CH2:38][CH2:37]3)[S:35][C@H:11]2[CH2:12][C@H:13]([CH2:23][O:24][CH2:25][C:26]2[CH:31]=[CH:30][CH:29]=[CH:28][CH:27]=2)[C@H:14]1[O:15][CH2:16][C:17]1[CH:22]=[CH:21][CH:20]=[CH:19][CH:18]=1)[C:2]1[CH:7]=[CH:6][CH:5]=[CH:4][CH:3]=1, predict the reactants needed to synthesize it. The reactants are: [CH2:1]([O:8][C@H:9]1[C@H:14]([O:15][CH2:16][C:17]2[CH:22]=[CH:21][CH:20]=[CH:19][CH:18]=2)[C@@H:13]([CH2:23][O:24][CH2:25][C:26]2[CH:31]=[CH:30][CH:29]=[CH:28][CH:27]=2)[CH2:12][C@@H:11](O)[C@@H:10]1[NH:33][C:34]([N:36]1[CH2:40][CH2:39][CH2:38][CH2:37]1)=[S:35])[C:2]1[CH:7]=[CH:6][CH:5]=[CH:4][CH:3]=1.C1(P(C2C=CC=CC=2)C2C=CC=CC=2)C=CC=CC=1.CC(OC(/N=N/C(OC(C)C)=O)=O)C.